This data is from NCI-60 drug combinations with 297,098 pairs across 59 cell lines. The task is: Regression. Given two drug SMILES strings and cell line genomic features, predict the synergy score measuring deviation from expected non-interaction effect. (1) Drug 1: CC=C1C(=O)NC(C(=O)OC2CC(=O)NC(C(=O)NC(CSSCCC=C2)C(=O)N1)C(C)C)C(C)C. Drug 2: CN(C(=O)NC(C=O)C(C(C(CO)O)O)O)N=O. Cell line: MDA-MB-435. Synergy scores: CSS=-9.00, Synergy_ZIP=6.80, Synergy_Bliss=5.92, Synergy_Loewe=-4.32, Synergy_HSA=-3.33. (2) Drug 1: COC1=C2C(=CC3=C1OC=C3)C=CC(=O)O2. Drug 2: COCCOC1=C(C=C2C(=C1)C(=NC=N2)NC3=CC=CC(=C3)C#C)OCCOC.Cl. Cell line: HT29. Synergy scores: CSS=1.10, Synergy_ZIP=0.528, Synergy_Bliss=2.11, Synergy_Loewe=-3.39, Synergy_HSA=-1.15.